This data is from Forward reaction prediction with 1.9M reactions from USPTO patents (1976-2016). The task is: Predict the product of the given reaction. (1) Given the reactants [CH3:1][O:2][C:3]1[CH:4]=[C:5]2[C:10](=[CH:11][CH:12]=1)[N:9]=[CH:8][CH:7]=[CH:6]2.[BH3-]C#N.[Na+], predict the reaction product. The product is: [CH3:1][O:2][C:3]1[CH:4]=[C:5]2[C:10](=[CH:11][CH:12]=1)[NH:9][CH2:8][CH2:7][CH2:6]2. (2) Given the reactants [C:1]([CH:3]([CH:7]1[C:11]([Cl:12])=[C:10](Cl)C(=O)O1)[C:4]([NH2:6])=[O:5])#[N:2].Cl.[N:16]1([S:21]([C:24]2[CH:29]=[CH:28][CH:27]=[CH:26][C:25]=2[CH2:30][NH2:31])(=[O:23])=[O:22])[CH2:20][CH2:19][CH2:18][CH2:17]1.C(=O)([O-])[O-].[K+].[K+].[OH-].[Na+], predict the reaction product. The product is: [ClH:12].[Cl:12][C:11]1[CH:7]=[C:3]([C:4]([NH2:6])=[O:5])[C:1](=[NH:2])[N:31]([CH2:30][C:25]2[CH:26]=[CH:27][CH:28]=[CH:29][C:24]=2[S:21]([N:16]2[CH2:20][CH2:19][CH2:18][CH2:17]2)(=[O:23])=[O:22])[CH:10]=1.